Dataset: Reaction yield outcomes from USPTO patents with 853,638 reactions. Task: Predict the reaction yield, written as a fraction of the theoretical maximum amount of product (1.0 means a 100% yield; for example, 0.34 means a 34% yield). (1) The reactants are [CH3:1][N:2]([CH3:6])[C:3](Cl)=[O:4].[CH3:7][N:8]([CH3:31])[C:9]([C:11]1[N:15]([C:16]2[CH:21]=[CH:20][C:19]([O:22][CH3:23])=[CH:18][CH:17]=2)[C:14]([C:24]([O:26][CH2:27][CH3:28])=[O:25])=[C:13]([OH:29])[C:12]=1[OH:30])=[O:10].C([O-])([O-])=O.[K+].[K+]. The catalyst is CC#N. The product is [CH3:31][N:8]([CH3:7])[C:9]([C:11]1[N:15]([C:16]2[CH:17]=[CH:18][C:19]([O:22][CH3:23])=[CH:20][CH:21]=2)[C:14]([C:24]([O:26][CH2:27][CH3:28])=[O:25])=[C:13]([OH:29])[C:12]=1[O:30][C:3](=[O:4])[N:2]([CH3:6])[CH3:1])=[O:10]. The yield is 0.0600. (2) The reactants are Cl[C:2]1[CH:7]=[CH:6][N:5]=[C:4]2[CH:8]=[C:9]([C:11]3[CH:16]=[CH:15][CH:14]=[C:13]([O:17][CH3:18])[N:12]=3)[S:10][C:3]=12.[CH3:19][NH:20][C:21]([C:23]1[C:31]2[C:26](=[CH:27][C:28]([OH:32])=[CH:29][CH:30]=2)[N:25]([CH3:33])[C:24]=1[CH3:34])=[O:22].C([O-])([O-])=O.[Cs+].[Cs+]. No catalyst specified. The product is [CH3:19][NH:20][C:21]([C:23]1[C:31]2[C:26](=[CH:27][C:28]([O:32][C:2]3[CH:7]=[CH:6][N:5]=[C:4]4[CH:8]=[C:9]([C:11]5[CH:16]=[CH:15][CH:14]=[C:13]([O:17][CH3:18])[N:12]=5)[S:10][C:3]=34)=[CH:29][CH:30]=2)[N:25]([CH3:33])[C:24]=1[CH3:34])=[O:22]. The yield is 0.190. (3) The reactants are [CH2:1]1[CH:5]2[CH:6]3C=CC([CH:4]2[CH:3]=[CH:2]1)C3.C[SiH:12]([Cl:14])[Cl:13].CCCCCCCCCCCCCCCC. The catalyst is C1(C)C=CC=CC=1. The product is [CH:5]1([CH2:6][SiH:12]([Cl:14])[Cl:13])[CH2:4][CH2:3][CH:2]=[CH:1]1. The yield is 0.290. (4) The reactants are Br[C:2]1[S:3][CH:4]=[CH:5][CH:6]=1.[NH:7]1[CH2:11][CH2:10][CH2:9][C:8]1=[O:12]. No catalyst specified. The product is [S:3]1[CH:4]=[CH:5][CH:6]=[C:2]1[N:7]1[CH2:11][CH2:10][CH2:9][C:8]1=[O:12]. The yield is 0.950. (5) The reactants are [CH3:1][O:2][NH:3][CH:4]([CH:6]1[CH2:11][CH2:10][C:9]([CH3:12])=[CH:8][C:7]1([CH3:14])[CH3:13])[CH3:5].C(N(CC)CC)C.[F:22][CH:23]([F:33])[C:24]1[C:28]([C:29](Cl)=[O:30])=[CH:27][N:26]([CH3:32])[N:25]=1. The catalyst is ClCCl. The product is [CH3:1][O:2][N:3]([CH:4]([CH:6]1[CH2:11][CH2:10][C:9]([CH3:12])=[CH:8][C:7]1([CH3:13])[CH3:14])[CH3:5])[C:29]([C:28]1[C:24]([CH:23]([F:33])[F:22])=[N:25][N:26]([CH3:32])[CH:27]=1)=[O:30]. The yield is 0.660. (6) The reactants are [O-]CC.[Na+].[SH:5][CH2:6][C:7]([O:9][CH2:10][CH3:11])=[O:8].[C:12]([Si:16]([CH3:49])([CH3:48])[O:17][C:18]1[CH:23]=[CH:22][C:21]([C:24]([C:29]2[S:33][C:32]([CH2:34]OS(C3C=CC(C)=CC=3)(=O)=O)=[C:31]([CH3:46])[CH:30]=2)([CH2:27][CH3:28])[CH2:25][CH3:26])=[CH:20][C:19]=1[CH3:47])([CH3:15])([CH3:14])[CH3:13]. The catalyst is CCO. The product is [CH2:10]([O:9][C:7](=[O:8])[CH2:6][S:5][CH2:34][C:32]1[S:33][C:29]([C:24]([C:21]2[CH:22]=[CH:23][C:18]([O:17][Si:16]([C:12]([CH3:13])([CH3:15])[CH3:14])([CH3:49])[CH3:48])=[C:19]([CH3:47])[CH:20]=2)([CH2:27][CH3:28])[CH2:25][CH3:26])=[CH:30][C:31]=1[CH3:46])[CH3:11]. The yield is 0.270. (7) The reactants are I[C:2]1[CH:3]=[C:4]([CH3:9])[CH:5]=[C:6]([CH3:8])[CH:7]=1.[C:10]1([SH:16])[CH:15]=[CH:14][CH:13]=[CH:12][CH:11]=1.C([O-])([O-])=O.[K+].[K+].C(O)CO. The catalyst is [Cu]I.CC(O)C. The product is [C:10]1([S:16][C:2]2[CH:3]=[C:4]([CH3:9])[CH:5]=[C:6]([CH3:8])[CH:7]=2)[CH:15]=[CH:14][CH:13]=[CH:12][CH:11]=1. The yield is 0.920. (8) The reactants are [CH3:1][C:2]1[NH:6][N:5]=[C:4]([NH2:7])[CH:3]=1.Br[C:9]1[C:10](=[O:17])[N:11]([CH3:16])[CH:12]=[C:13]([Br:15])[CH:14]=1.C(=O)([O-])[O-].[Cs+].[Cs+].CC1(C)C2C(=C(P(C3C=CC=CC=3)C3C=CC=CC=3)C=CC=2)OC2C(P(C3C=CC=CC=3)C3C=CC=CC=3)=CC=CC1=2. The catalyst is C1C=CC(/C=C/C(/C=C/C2C=CC=CC=2)=O)=CC=1.C1C=CC(/C=C/C(/C=C/C2C=CC=CC=2)=O)=CC=1.C1C=CC(/C=C/C(/C=C/C2C=CC=CC=2)=O)=CC=1.[Pd].[Pd].O1CCOCC1. The product is [Br:15][C:13]1[CH:14]=[C:9]([NH:7][C:4]2[CH:3]=[C:2]([CH3:1])[NH:6][N:5]=2)[C:10](=[O:17])[N:11]([CH3:16])[CH:12]=1. The yield is 0.350. (9) The reactants are [Br:1][C:2]1[C:3](=[O:17])[NH:4][C:5](C)=[CH:6][C:7]=1[O:8][CH2:9][C:10]1[CH:15]=[CH:14][CH:13]=[CH:12][CH:11]=1.Br[CH2:19][C:20]1[CH:25]=[CH:24][C:23]([CH2:26][C:27]([OH:29])=[O:28])=[CH:22][CH:21]=1.C([O-])([O-])=O.[K+].[K+]. The catalyst is CN(C)C=O. The product is [CH2:9]([O:8][C:7]1[CH:6]=[CH:5][N:4]([CH2:19][C:20]2[CH:21]=[CH:22][C:23]([CH2:26][C:27]([OH:29])=[O:28])=[CH:24][CH:25]=2)[C:3](=[O:17])[C:2]=1[Br:1])[C:10]1[CH:11]=[CH:12][CH:13]=[CH:14][CH:15]=1. The yield is 0.0300. (10) The reactants are [CH3:1][O:2][C:3](=[O:24])[CH2:4][CH2:5][C:6]1[CH:11]=[CH:10][C:9]([O:12][C:13]2[CH:18]=[C:17]([F:19])[CH:16]=[C:15]([CH:20]([NH2:22])[CH3:21])[CH:14]=2)=[CH:8][C:7]=1[CH3:23].[CH3:25][O:26][C:27]1[CH:35]=[C:34]([C:36]([F:39])([F:38])[F:37])[CH:33]=[CH:32][C:28]=1[C:29](O)=[O:30]. No catalyst specified. The product is [CH3:1][O:2][C:3](=[O:24])[CH2:4][CH2:5][C:6]1[CH:11]=[CH:10][C:9]([O:12][C:13]2[CH:14]=[C:15]([C@H:20]([NH:22][C:29](=[O:30])[C:28]3[CH:32]=[CH:33][C:34]([C:36]([F:38])([F:39])[F:37])=[CH:35][C:27]=3[O:26][CH3:25])[CH3:21])[CH:16]=[C:17]([F:19])[CH:18]=2)=[CH:8][C:7]=1[CH3:23]. The yield is 0.510.